This data is from Experimentally validated miRNA-target interactions with 360,000+ pairs, plus equal number of negative samples. The task is: Binary Classification. Given a miRNA mature sequence and a target amino acid sequence, predict their likelihood of interaction. (1) The miRNA is hsa-miR-4649-3p with sequence UCUGAGGCCUGCCUCUCCCCA. The protein sequence of the target gene is MTSYMAIDGSALVPLRQKPRRKTQGFLTMSRRRISCKDLGHADCQGWLYKKKEKGSFLSNKWKKFWVILKGSSLYWYSNQMAEKADGFVNLPDFTVERASECKKKHAFKISHPQIKTFYFAAENVQEMNVWLNKLGSAVIHQESTTKDEECYSESEQEDPEIAAETPPPPHASQTQSLTAQQASSSSPSLSGTSYSFSSLENTVKTPSSFPSSLSKERQSLPDTVNSLSAAEDEGQPITFAVQVHSPVPSEAGIHKALENSFVTSESGFLNSLSSDDTSSLSSNHDHLTVPDKPAGSKIM.... Result: 1 (interaction). (2) The miRNA is hsa-miR-185-5p with sequence UGGAGAGAAAGGCAGUUCCUGA. The protein sequence of the target gene is MTVMSGENADEASTAPGHPQDGSYPRQADHDDHECCERVVINISGLRFETQLKTLAQFPNTLLGNPKKRMRYFDPLRNEYFFDRNRPSFDAILYYYQSGGRLRRPVNVPLDMFSEEIKFYELGEEAMEKFREDEGFIKEEERPLPEKEYQRQVWLLFEYPESSGPARVIAIVSVMVILISIVIFCLETLPELKDDKDFTGTIHRIDNTTVIYTSNIFTDPFFIVETLCIIWFSFELVVRFFACPSKTDFFKNIMNFIDIVAIIPYFITLGTEIAEQEGNQKGEQATSLAILRVIRLVRVF.... Result: 0 (no interaction).